This data is from Catalyst prediction with 721,799 reactions and 888 catalyst types from USPTO. The task is: Predict which catalyst facilitates the given reaction. Reactant: C([O:7][C:8]1[CH:13]=[C:12]([CH2:14][CH2:15]OS(C)(=O)=O)[O:11][C:10](=[O:21])[C:9]=1[C:22]1[C:27]([CH3:28])=[CH:26][C:25]([CH3:29])=[CH:24][C:23]=1[CH3:30])(=O)C(C)(C)C.[F:31][C:32]([F:41])([F:40])[C:33]1[CH:34]=[CH:35][C:36]([SH:39])=[N:37][CH:38]=1.C([O-])([O-])=O.[K+].[K+].Cl. Product: [OH:7][C:8]1[CH:13]=[C:12]([CH2:14][CH2:15][S:39][C:36]2[CH:35]=[CH:34][C:33]([C:32]([F:31])([F:40])[F:41])=[CH:38][N:37]=2)[O:11][C:10](=[O:21])[C:9]=1[C:22]1[C:27]([CH3:28])=[CH:26][C:25]([CH3:29])=[CH:24][C:23]=1[CH3:30]. The catalyst class is: 7.